Predict the reaction yield, written as a fraction of the theoretical maximum amount of product (1.0 means a 100% yield; for example, 0.34 means a 34% yield). From a dataset of Reaction yield outcomes from USPTO patents with 853,638 reactions. (1) The reactants are O.[NH2:2][NH2:3].F[C:5]1[C:12]([F:13])=[CH:11][CH:10]=[CH:9][C:6]=1[CH:7]=O.C(OCC)(=O)C. The catalyst is O. The product is [F:13][C:12]1[CH:11]=[CH:10][CH:9]=[C:6]2[C:5]=1[NH:3][N:2]=[CH:7]2. The yield is 0.450. (2) The reactants are [F:1][C:2]1[CH:3]=[C:4]([NH:23]C(=O)C)[CH:5]=[CH:6][C:7]=1[O:8][C:9]1[CH:14]=[CH:13][N:12]=[C:11]([NH:15][C:16]2[CH:21]=[CH:20][C:19]([F:22])=[CH:18][CH:17]=2)[N:10]=1.Cl.CO. The catalyst is CCOC(C)=O. The product is [NH2:23][C:4]1[CH:5]=[CH:6][C:7]([O:8][C:9]2[CH:14]=[CH:13][N:12]=[C:11]([NH:15][C:16]3[CH:17]=[CH:18][C:19]([F:22])=[CH:20][CH:21]=3)[N:10]=2)=[C:2]([F:1])[CH:3]=1. The yield is 0.460. (3) The reactants are [CH3:1][O:2][C:3]([CH:5]1[C:10](=[O:11])[N:9]([CH2:12][C:13]2[CH:18]=[CH:17][CH:16]=[CH:15][CH:14]=2)[C:8]([CH:19]([NH:23][C:24]([O:26][C:27]([CH3:30])([CH3:29])[CH3:28])=[O:25])[CH:20]([CH3:22])[CH3:21])=[N:7][CH:6]1[CH3:31])=[O:4].C([O-])([O-])=O.[K+].[K+].C(OOC(=O)C1C=CC=CC=1)(=O)C1C=CC=CC=1.CCOC(C)=O. The catalyst is C(Cl)(Cl)(Cl)Cl.CCCCCC. The product is [CH3:1][O:2][C:3]([C:5]1[C:10](=[O:11])[N:9]([CH2:12][C:13]2[CH:14]=[CH:15][CH:16]=[CH:17][CH:18]=2)[C:8]([CH:19]([NH:23][C:24]([O:26][C:27]([CH3:28])([CH3:30])[CH3:29])=[O:25])[CH:20]([CH3:22])[CH3:21])=[N:7][C:6]=1[CH3:31])=[O:4]. The yield is 0.400. (4) The reactants are Br[C:2]1[CH:3]=[N:4][N:5]([CH3:18])[C:6]=1[C:7]1[CH:17]=[CH:16][C:10]2[O:11][CH2:12][C:13](=[O:15])[NH:14][C:9]=2[CH:8]=1.[F:19][C:20]1[CH:25]=[CH:24][C:23](B(O)O)=[C:22]([CH3:29])[CH:21]=1. No catalyst specified. The product is [F:19][C:20]1[CH:25]=[CH:24][C:23]([C:2]2[CH:3]=[N:4][N:5]([CH3:18])[C:6]=2[C:7]2[CH:17]=[CH:16][C:10]3[O:11][CH2:12][C:13](=[O:15])[NH:14][C:9]=3[CH:8]=2)=[C:22]([CH3:29])[CH:21]=1. The yield is 0.350. (5) The reactants are CS(C)=O.[CH3:5][O:6][C:7]1[CH:16]=[C:15]2[C:10]([C:11](Cl)=[CH:12][CH:13]=[N:14]2)=[CH:9][C:8]=1[C:18]([NH2:20])=[O:19].[Cl:21][C:22]1[CH:27]=[C:26]([OH:28])[CH:25]=[CH:24][C:23]=1[NH:29][C:30]([NH:32][CH:33]1[CH2:35][CH2:34]1)=[O:31].C(=O)([O-])[O-].[Cs+].[Cs+]. The catalyst is O. The product is [Cl:21][C:22]1[CH:27]=[C:26]([CH:25]=[CH:24][C:23]=1[NH:29][C:30]([NH:32][CH:33]1[CH2:34][CH2:35]1)=[O:31])[O:28][C:11]1[C:10]2[C:15](=[CH:16][C:7]([O:6][CH3:5])=[C:8]([C:18]([NH2:20])=[O:19])[CH:9]=2)[N:14]=[CH:13][CH:12]=1. The yield is 0.880. (6) The reactants are [CH3:1][N:2]([CH3:11])[C:3]1[CH:10]=[CH:9][C:6]([CH:7]=O)=[CH:5][CH:4]=1.[CH3:12][C:13]([CH3:15])=[O:14].[OH-].[Na+].O. The catalyst is C(O)C. The product is [CH3:1][N:2]([CH3:11])[C:3]1[CH:10]=[CH:9][C:6]([CH:7]=[CH:12][C:13](=[O:14])[CH:15]=[CH:7][C:6]2[CH:9]=[CH:10][C:3]([N:2]([CH3:11])[CH3:1])=[CH:4][CH:5]=2)=[CH:5][CH:4]=1. The yield is 0.510. (7) The reactants are [N+:1]([C:4]1[CH:5]=[C:6]2[C:12]3[CH:13]=[CH:14][CH:15]=[C:16]4[C:17]5[CH:18]=[CH:19][CH:20]=[CH:21][C:22]=5[N:10]([C:11]=34)[C:7]2=[CH:8][CH:9]=1)([O-])=O.C(O)(=O)C.CC(O)C.[Cl-].[NH4+]. The catalyst is O.[Fe]. The product is [CH:15]1[CH:14]=[CH:13][C:12]2[C:6]3[C:7]([N:10]4[C:11]=2[C:16]=1[C:17]1[CH:18]=[CH:19][CH:20]=[CH:21][C:22]=14)=[CH:8][CH:9]=[C:4]([NH2:1])[CH:5]=3. The yield is 0.600. (8) The reactants are [CH3:1][C:2]1[CH:13]=[CH:12][C:5]2[NH:6][C:7](=[O:11])[O:8][C:9](=[O:10])[C:4]=2[CH:3]=1.[H-].[Na+].[F:16][C:17]1[CH:24]=[CH:23][C:20]([CH2:21]Br)=[CH:19][CH:18]=1. The catalyst is CN(C=O)C. The product is [F:16][C:17]1[CH:24]=[CH:23][C:20]([CH2:21][N:6]2[C:5]3[CH:12]=[CH:13][C:2]([CH3:1])=[CH:3][C:4]=3[C:9](=[O:10])[O:8][C:7]2=[O:11])=[CH:19][CH:18]=1. The yield is 0.790. (9) The reactants are Br[C:2]1[CH:3]=[C:4]([CH2:16][CH3:17])[C:5]([O:9][CH2:10][O:11][CH2:12][CH2:13][O:14][CH3:15])=[C:6]([Cl:8])[CH:7]=1.[CH:18]1([CH:23]([OH:26])[CH:24]=[CH2:25])[CH2:22][CH2:21][CH2:20][CH2:19]1.C([O-])(=O)C.[Na+]. The catalyst is CN1CCCC1=O.C([O-])(=O)C.[Pd+2].C([O-])(=O)C. The product is [Cl:8][C:6]1[CH:7]=[C:2]([CH2:25][CH2:24][C:23]([CH:18]2[CH2:22][CH2:21][CH2:20][CH2:19]2)=[O:26])[CH:3]=[C:4]([CH2:16][CH3:17])[C:5]=1[O:9][CH2:10][O:11][CH2:12][CH2:13][O:14][CH3:15]. The yield is 0.580. (10) The reactants are C12BC(CCC1)CCC2.[CH:10]([CH:12]1[CH2:17][N:16]([C:18]([O:20][C:21]([CH3:24])([CH3:23])[CH3:22])=[O:19])[CH2:15][CH2:14][N:13]1[C:25]([O:27][CH2:28][C:29]1[CH:34]=[CH:33][CH:32]=[CH:31][CH:30]=1)=[O:26])=[CH2:11].Br[C:36]1[CH:37]=[N:38][CH:39]=[CH:40][CH:41]=1.C1(P(C2C=CC=CC=2)C2C=CC=CC=2)C=CC=CC=1.[OH-].[Na+]. The catalyst is [Pd].C1(P(C2C=CC=CC=2)C2C=CC=CC=2)C=CC=CC=1.C1(P(C2C=CC=CC=2)C2C=CC=CC=2)C=CC=CC=1.C1(P(C2C=CC=CC=2)C2C=CC=CC=2)C=CC=CC=1.C1(P(C2C=CC=CC=2)C2C=CC=CC=2)C=CC=CC=1. The product is [N:38]1[CH:39]=[CH:40][CH:41]=[C:36]([CH2:11][CH2:10][CH:12]2[CH2:17][N:16]([C:18]([O:20][C:21]([CH3:24])([CH3:22])[CH3:23])=[O:19])[CH2:15][CH2:14][N:13]2[C:25]([O:27][CH2:28][C:29]2[CH:30]=[CH:31][CH:32]=[CH:33][CH:34]=2)=[O:26])[CH:37]=1. The yield is 0.630.